This data is from Catalyst prediction with 721,799 reactions and 888 catalyst types from USPTO. The task is: Predict which catalyst facilitates the given reaction. Reactant: Br[C:2]1[CH:3]=[CH:4][C:5]([F:23])=[C:6]([C:8]([NH:11][C:12](=[O:22])[O:13][CH:14]2[CH:19]3[CH2:20][CH2:21][N:16]([CH2:17][CH2:18]3)[CH2:15]2)([CH3:10])[CH3:9])[CH:7]=1.[CH3:24][CH:25]([CH3:30])[CH2:26]B(O)O. Product: [F:23][C:5]1[CH:4]=[CH:3][C:2]([CH2:24][CH:25]([CH3:30])[CH3:26])=[CH:7][C:6]=1[C:8]([NH:11][C:12](=[O:22])[O:13][CH:14]1[CH:19]2[CH2:20][CH2:21][N:16]([CH2:17][CH2:18]2)[CH2:15]1)([CH3:10])[CH3:9]. The catalyst class is: 167.